Dataset: Full USPTO retrosynthesis dataset with 1.9M reactions from patents (1976-2016). Task: Predict the reactants needed to synthesize the given product. (1) Given the product [CH3:29][CH:28]([O:1][C:2]1[CH:3]=[C:4]([C:8]23[CH2:13][CH2:12][C:11]([CH2:16][CH2:17][O:18][CH2:19][C:20]([OH:22])=[O:21])([CH2:14][CH2:15]2)[CH2:10][O:9]3)[CH:5]=[CH:6][CH:7]=1)[CH2:30][CH2:31][CH3:32], predict the reactants needed to synthesize it. The reactants are: [OH:1][C:2]1[CH:3]=[C:4]([C:8]23[CH2:15][CH2:14][C:11]([CH2:16][CH2:17][O:18][CH2:19][C:20]([O:22]C(C)(C)C)=[O:21])([CH2:12][CH2:13]2)[CH2:10][O:9]3)[CH:5]=[CH:6][CH:7]=1.Br[CH:28]([CH2:30][CH2:31][CH3:32])[CH3:29]. (2) Given the product [Cl:1][C:2]1[CH:10]=[CH:9][C:5]([C:6]([NH2:35])=[O:7])=[CH:4][C:3]=1[C:11]1[O:15][N:14]=[C:13]([CH2:16][N:17]2[C:25]3[C:20](=[C:21]([C:28]([F:29])([F:30])[F:31])[C:22]([C:26]#[N:27])=[CH:23][CH:24]=3)[CH:19]=[C:18]2[CH2:32][CH2:33][CH3:34])[N:12]=1, predict the reactants needed to synthesize it. The reactants are: [Cl:1][C:2]1[CH:10]=[CH:9][C:5]([C:6](Cl)=[O:7])=[CH:4][C:3]=1[C:11]1[O:15][N:14]=[C:13]([CH2:16][N:17]2[C:25]3[C:20](=[C:21]([C:28]([F:31])([F:30])[F:29])[C:22]([C:26]#[N:27])=[CH:23][CH:24]=3)[CH:19]=[C:18]2[CH2:32][CH2:33][CH3:34])[N:12]=1.[NH3:35]. (3) The reactants are: [C:1]([O:5][C:6](=[O:18])[NH:7][C:8]1[CH:13]=[CH:12][C:11](I)=[CH:10][C:9]=1[N+:15]([O-:17])=[O:16])([CH3:4])([CH3:3])[CH3:2].B1(B2OC(C)(C)C(C)(C)O2)OC(C)(C)C(C)(C)O1.Br[C:38]1[CH:39]=[N:40][CH:41]=[CH:42][CH:43]=1. Given the product [C:1]([O:5][C:6](=[O:18])[NH:7][C:8]1[CH:13]=[CH:12][C:11]([C:38]2[CH:39]=[N:40][CH:41]=[CH:42][CH:43]=2)=[CH:10][C:9]=1[N+:15]([O-:17])=[O:16])([CH3:4])([CH3:3])[CH3:2], predict the reactants needed to synthesize it. (4) Given the product [CH3:1][NH:2][C:3]([C@@H:5]([NH:17][C:18](=[O:42])[C@@H:19]([NH:26][C:27]([NH2:41])=[N:28][NH:29][C:30](=[O:40])[C@H:31]([NH:39][C:48](=[O:49])[C@@H:47]([NH:46][C:43](=[O:45])[CH3:44])[CH2:51][C:52]1[CH:57]=[CH:56][C:55]([OH:58])=[CH:54][CH:53]=1)[CH2:32][C:33]1[CH:38]=[CH:37][CH:36]=[CH:35][CH:34]=1)[CH2:20][CH2:21][CH2:22][N+:23]([O-:25])=[O:24])[CH2:6][C:7]1[CH:16]=[CH:15][C:14]2[C:9](=[CH:10][CH:11]=[CH:12][CH:13]=2)[CH:8]=1)=[O:4], predict the reactants needed to synthesize it. The reactants are: [CH3:1][NH:2][C:3]([C@@H:5]([NH:17][C:18](=[O:42])[C@@H:19]([NH:26][C:27]([NH2:41])=[N:28][NH:29][C:30](=[O:40])[C@H:31]([NH2:39])[CH2:32][C:33]1[CH:38]=[CH:37][CH:36]=[CH:35][CH:34]=1)[CH2:20][CH2:21][CH2:22][N+:23]([O-:25])=[O:24])[CH2:6][C:7]1[CH:16]=[CH:15][C:14]2[C:9](=[CH:10][CH:11]=[CH:12][CH:13]=2)[CH:8]=1)=[O:4].[C:43]([NH:46][C@@H:47]([CH2:51][C:52]1[CH:57]=[CH:56][C:55]([OH:58])=[CH:54][CH:53]=1)[C:48](O)=[O:49])(=[O:45])[CH3:44].C1CN([P+](ON2N=NC3C=CC=CC2=3)(N2CCCC2)N2CCCC2)CC1.F[P-](F)(F)(F)(F)F.C(N(CC)CC)C. (5) Given the product [F:1][C:2]1[CH:31]=[CH:30][C:29]([F:62])=[CH:28][C:3]=1[CH2:4][N:5]1[C:10](=[O:11])[CH:9]=[CH:8][C:7]([CH2:12][C:13]2[C:21]3[C:16](=[CH:17][CH:18]=[CH:19][CH:20]=3)[N:15]([CH2:22][C:23]([O:25][CH3:26])=[O:24])[C:14]=2[CH3:27])=[CH:6]1, predict the reactants needed to synthesize it. The reactants are: [F:1][C:2]1[CH:31]=[C:30](F)[CH:29]=[CH:28][C:3]=1[CH2:4][N:5]1[C:10](=[O:11])[CH:9]=[CH:8][C:7]([CH2:12][C:13]2[C:21]3[C:16](=[CH:17][CH:18]=[CH:19][CH:20]=3)[N:15]([CH2:22][C:23]([O:25][CH3:26])=[O:24])[C:14]=2[CH3:27])=[CH:6]1.CC1N(CC(OC)=O)C2C(C=1CC1C=CC(=O)NC=1)=CC=CC=2.C(=O)([O-])[O-].[K+].[K+].[F:62]C1C=CC(F)=CC=1CBr. (6) The reactants are: [Cl:1][C:2]1[CH:7]=[CH:6][C:5]([CH3:8])=[CH:4][N:3]=1.[Li]CCCC.[Br:14][C:15]1[C:20]([CH3:21])=[CH:19][CH:18]=[C:17]([Cl:22])[N:16]=1.CN([CH:26]=[O:27])C. Given the product [Br:14][C:15]1[C:20]([CH3:21])=[CH:19][CH:18]=[C:17]([Cl:22])[N:16]=1.[Cl:1][C:2]1[N:3]=[C:4]([CH:26]=[O:27])[C:5]([CH3:8])=[CH:6][CH:7]=1, predict the reactants needed to synthesize it. (7) Given the product [F:33][C:31]1[CH:30]=[C:29]([F:34])[CH:28]=[C:27]2[C:32]=1[C:23]([NH:1][C:2]1[CH:9]=[CH:8][C:5]([C:6]#[N:7])=[C:4]([N:10]3[CH2:15][CH2:14][O:13][CH2:12][CH2:11]3)[CH:3]=1)=[C:24]([CH3:41])[C:25]([C:35]1[CH:40]=[CH:39][CH:38]=[CH:37][N:36]=1)=[N:26]2, predict the reactants needed to synthesize it. The reactants are: [NH2:1][C:2]1[CH:9]=[CH:8][C:5]([C:6]#[N:7])=[C:4]([N:10]2[CH2:15][CH2:14][O:13][CH2:12][CH2:11]2)[CH:3]=1.CC(C)([O-])C.[K+].Cl[C:23]1[C:32]2[C:27](=[CH:28][C:29]([F:34])=[CH:30][C:31]=2[F:33])[N:26]=[C:25]([C:35]2[CH:40]=[CH:39][CH:38]=[CH:37][N:36]=2)[C:24]=1[CH3:41].C(=O)([O-])[O-].[Na+].[Na+]. (8) Given the product [F:1][C:2]1[CH:3]=[C:4]2[C:8](=[CH:9][CH:10]=1)[NH:7][CH:6]=[C:5]2[CH:16]1[CH2:17][CH2:18][NH:13][CH2:14][CH2:15]1, predict the reactants needed to synthesize it. The reactants are: [F:1][C:2]1[CH:3]=[C:4]2[C:8](=[CH:9][CH:10]=1)[NH:7][CH:6]=[CH:5]2.Cl.O.[NH:13]1[CH2:18][CH2:17][C:16](=O)[CH2:15][CH2:14]1. (9) Given the product [C:2]([C:4]1[CH:9]=[CH:8][C:7]([N:10]2[C:15](=[O:16])[CH:14]=[C:13]([O:17][CH:18]3[CH2:19][CH2:20][N:21]([C:39]4[N:44]=[CH:43][C:42]([CH2:45][CH2:46][CH3:47])=[CH:41][N:40]=4)[CH2:22][CH2:23]3)[C:12]([C:24]([O:26][CH3:27])=[O:25])=[N:11]2)=[CH:6][C:5]=1[F:28])#[N:3], predict the reactants needed to synthesize it. The reactants are: Cl.[C:2]([C:4]1[CH:9]=[CH:8][C:7]([N:10]2[C:15](=[O:16])[CH:14]=[C:13]([O:17][CH:18]3[CH2:23][CH2:22][NH:21][CH2:20][CH2:19]3)[C:12]([C:24]([O:26][CH3:27])=[O:25])=[N:11]2)=[CH:6][C:5]=1[F:28])#[N:3].CCN(C(C)C)C(C)C.Cl[C:39]1[N:44]=[CH:43][C:42]([CH2:45][CH2:46][CH3:47])=[CH:41][N:40]=1.CCOC(C)=O.